From a dataset of Full USPTO retrosynthesis dataset with 1.9M reactions from patents (1976-2016). Predict the reactants needed to synthesize the given product. (1) Given the product [C:8]([O:7][CH:4]([CH3:5])[CH2:3][O:2][CH3:13])(=[O:1])[CH3:9].[Ti:22], predict the reactants needed to synthesize it. The reactants are: [OH2:1].[O-:2][CH2:3][CH2:4][CH2:5]C.[O-:7][CH2:8][CH2:9]CC.[O-][CH2:13]CCC.[O-]CCCC.[Ti+4:22].CC(O)(CCC)CCO. (2) Given the product [C:1]1([C:18]2[CH:23]=[CH:22][CH:21]=[CH:20][CH:19]=2)[CH:6]=[CH:5][C:4]([C:7]2[C:16]([F:17])=[CH:15][C:10]3[NH:11][C:12]([S:14][CH3:24])=[N:13][C:9]=3[CH:8]=2)=[CH:3][CH:2]=1, predict the reactants needed to synthesize it. The reactants are: [C:1]1([C:18]2[CH:23]=[CH:22][CH:21]=[CH:20][CH:19]=2)[CH:6]=[CH:5][C:4]([C:7]2[C:16]([F:17])=[CH:15][C:10]3[NH:11][C:12](=[S:14])[NH:13][C:9]=3[CH:8]=2)=[CH:3][CH:2]=1.[CH2:24]1COCC1.CI. (3) Given the product [NH2:15][C:7]1[C:6]([C:4]([C:20]2[CH:21]=[C:22]([F:25])[C:23]([F:24])=[C:18]([F:17])[C:19]=2[O:26][CH3:27])=[O:5])=[CH:11][N:10]=[C:9]([S:12][CH2:13][CH3:14])[N:8]=1, predict the reactants needed to synthesize it. The reactants are: CON(C)[C:4]([C:6]1[C:7]([NH2:15])=[N:8][C:9]([S:12][CH2:13][CH3:14])=[N:10][CH:11]=1)=[O:5].[F:17][C:18]1[C:23]([F:24])=[C:22]([F:25])[CH:21]=[CH:20][C:19]=1[O:26][CH3:27]. (4) Given the product [C:1]([NH:20][C@@H:21]1[CH2:25][C:24]([CH2:26][OH:27])=[CH:23][CH2:22]1)([C:8]1[CH:9]=[CH:10][CH:11]=[CH:12][CH:13]=1)([C:14]1[CH:19]=[CH:18][CH:17]=[CH:16][CH:15]=1)[C:2]1[CH:3]=[CH:4][CH:5]=[CH:6][CH:7]=1, predict the reactants needed to synthesize it. The reactants are: [C:1]([NH:20][C@@H:21]1[CH2:25][C:24]([C:26](OC)=[O:27])=[CH:23][CH2:22]1)([C:14]1[CH:19]=[CH:18][CH:17]=[CH:16][CH:15]=1)([C:8]1[CH:13]=[CH:12][CH:11]=[CH:10][CH:9]=1)[C:2]1[CH:7]=[CH:6][CH:5]=[CH:4][CH:3]=1.[H-].C([Al+]CC(C)C)C(C)C.